From a dataset of Catalyst prediction with 721,799 reactions and 888 catalyst types from USPTO. Predict which catalyst facilitates the given reaction. (1) Reactant: C1(C)C=CC(S(O[CH2:11][CH:12]([F:14])[F:13])(=O)=O)=CC=1.[NH2:16][C@@H:17]1[CH2:21][CH2:20][N:19]([CH2:22][C:23]2[C:32]([Cl:33])=[C:31]3[C:26]([C:27](=[O:48])[N:28]([CH2:35][C:36]4[CH:41]=[C:40]([Cl:42])[CH:39]=[CH:38][C:37]=4[S:43]([CH2:46][CH3:47])(=[O:45])=[O:44])[C:29](=[O:34])[NH:30]3)=[CH:25][C:24]=2[C:49]([F:52])([F:51])[F:50])[CH2:18]1.CCN(C(C)C)C(C)C.C(OCC)(=O)C. Product: [Cl:33][C:32]1[C:23]([CH2:22][N:19]2[CH2:20][CH2:21][C@@H:17]([NH:16][CH2:11][CH:12]([F:14])[F:13])[CH2:18]2)=[C:24]([C:49]([F:50])([F:51])[F:52])[CH:25]=[C:26]2[C:31]=1[NH:30][C:29](=[O:34])[N:28]([CH2:35][C:36]1[CH:41]=[C:40]([Cl:42])[CH:39]=[CH:38][C:37]=1[S:43]([CH2:46][CH3:47])(=[O:45])=[O:44])[C:27]2=[O:48]. The catalyst class is: 1. (2) Reactant: [C:1]([O:5][CH2:6][CH3:7])(=[O:4])[NH:2][NH2:3].[CH2:8]([N:12]=[C:13]=[O:14])[CH2:9][CH2:10][CH3:11].[N-]=C=O. Product: [CH2:8]([NH:12][C:13](=[O:14])[NH:3][NH:2][C:1]([O:5][CH2:6][CH3:7])=[O:4])[CH2:9][CH2:10][CH3:11]. The catalyst class is: 11. (3) Reactant: [H-].[Na+].[Cl-].[Mg+2].[Cl-].[C:6]([O:9][C:10]([CH3:13])([CH3:12])[CH3:11])(=[O:8])[CH3:7].[Cl:14][CH2:15][C@@H:16]([OH:23])[CH2:17][C:18](OCC)=[O:19].C([N-]C(C)C)(C)C.[Li+]. Product: [Cl:14][CH2:15][C@@H:16]([OH:23])[CH2:17][C:18](=[O:19])[CH2:7][C:6]([O:9][C:10]([CH3:13])([CH3:12])[CH3:11])=[O:8]. The catalyst class is: 392. (4) Reactant: [Br:1][C:2]1[CH:3]=[N:4][C:5]([O:8]N2C3=NC=CC=C3N=N2)=[N:6][CH:7]=1.COOB([C:23]1[CH:24]=[N:25][CH:26]=[CH:27][CH:28]=1)O.[C:29]([O-])([O-])=[O:30].[Cs+].[Cs+]. Product: [Br:1][C:2]1[CH:7]=[N:6][C:5]([O:8][C:27]2[C:26]([O:30][CH3:29])=[N:25][CH:24]=[CH:23][CH:28]=2)=[N:4][CH:3]=1. The catalyst class is: 104. (5) Reactant: [N:1]1[C:10]2[C:5](=[CH:6][CH:7]=[CH:8][CH:9]=2)[CH:4]=[CH:3][C:2]=1[CH2:11][CH2:12]O.[C:27]1(P([C:27]2[CH:32]=[CH:31][CH:30]=[CH:29][CH:28]=2)[C:27]2[CH:32]=[CH:31][CH:30]=[CH:29][CH:28]=2)[CH:32]=[CH:31][CH:30]=[CH:29][CH:28]=1.CC(O[C:37](/[N:39]=[N:40]/[C:41]([O:43]C(C)C)=O)=O)C. Product: [CH3:37][N:39]1[C:28]2[C:27](=[C:32]([C:4]3[CH:5]=[CH:10][N:1]=[CH:2][CH:3]=3)[CH:31]=[CH:30][CH:29]=2)[C:41](=[O:43])[N:40]1[CH2:12][CH2:11][C:2]1[CH:3]=[CH:4][C:5]2[C:10](=[CH:9][CH:8]=[CH:7][CH:6]=2)[N:1]=1. The catalyst class is: 2. (6) Reactant: [C:1]([O:5][C:6](=[O:18])[NH:7][CH2:8][C:9]1[CH:14]=[C:13](Br)[CH:12]=[C:11]([Cl:16])[C:10]=1[F:17])([CH3:4])([CH3:3])[CH3:2].[CH3:19][O:20][CH2:21][CH2:22][NH:23][CH3:24].CC(C)([O-])C.[Na+]. Product: [C:1]([O:5][C:6](=[O:18])[NH:7][CH2:8][C:9]1[CH:14]=[C:13]([N:23]([CH2:22][CH2:21][O:20][CH3:19])[CH3:24])[CH:12]=[C:11]([Cl:16])[C:10]=1[F:17])([CH3:4])([CH3:3])[CH3:2]. The catalyst class is: 11. (7) Reactant: [Si:1]([O:18][CH2:19][CH2:20][CH:21]([C:30]1[N:31]=[N:32][N:33]([CH:36]2[CH2:39][CH:38]([CH2:40][CH:41]([CH3:43])[CH3:42])[CH2:37]2)[C:34]=1I)[CH2:22][C:23]([O:25][C:26]([CH3:29])([CH3:28])[CH3:27])=[O:24])([C:14]([CH3:17])([CH3:16])[CH3:15])([C:8]1[CH:13]=[CH:12][CH:11]=[CH:10][CH:9]=1)[C:2]1[CH:7]=[CH:6][CH:5]=[CH:4][CH:3]=1.[CH:44]1(B2OC(C)(C)C(C)(C)O2)[CH2:46][CH2:45]1.P([O-])([O-])([O-])=O.[K+].[K+].[K+].CN(C)C(=O)C. Product: [Si:1]([O:18][CH2:19][CH2:20][CH:21]([C:30]1[N:31]=[N:32][N:33]([CH:36]2[CH2:39][CH:38]([CH2:40][CH:41]([CH3:43])[CH3:42])[CH2:37]2)[C:34]=1[CH:44]1[CH2:46][CH2:45]1)[CH2:22][C:23]([O:25][C:26]([CH3:29])([CH3:28])[CH3:27])=[O:24])([C:14]([CH3:17])([CH3:16])[CH3:15])([C:8]1[CH:13]=[CH:12][CH:11]=[CH:10][CH:9]=1)[C:2]1[CH:7]=[CH:6][CH:5]=[CH:4][CH:3]=1. The catalyst class is: 6.